This data is from Merck oncology drug combination screen with 23,052 pairs across 39 cell lines. The task is: Regression. Given two drug SMILES strings and cell line genomic features, predict the synergy score measuring deviation from expected non-interaction effect. (1) Drug 1: CN(C)C(=N)N=C(N)N. Drug 2: COC1CC2CCC(C)C(O)(O2)C(=O)C(=O)N2CCCCC2C(=O)OC(C(C)CC2CCC(OP(C)(C)=O)C(OC)C2)CC(=O)C(C)C=C(C)C(O)C(OC)C(=O)C(C)CC(C)C=CC=CC=C1C. Cell line: NCIH520. Synergy scores: synergy=3.50. (2) Cell line: HT29. Drug 1: O=C(O)C1(Cc2cccc(Nc3nccs3)n2)CCC(Oc2cccc(Cl)c2F)CC1. Drug 2: Cn1cc(-c2cnn3c(N)c(Br)c(C4CCCNC4)nc23)cn1. Synergy scores: synergy=0.265.